Dataset: Forward reaction prediction with 1.9M reactions from USPTO patents (1976-2016). Task: Predict the product of the given reaction. (1) Given the reactants [CH2:1]([C:8]1[CH:13]=[CH:12][N:11]=[CH:10][CH:9]=1)[C:2]1[CH:7]=[CH:6][CH:5]=[CH:4][CH:3]=1.C[Si](C)(C)[N-][Si](C)(C)C.[Li+].[CH3:24][O:25][C:26]([C:28]1([CH3:39])[O:33][CH2:32][CH:31]([CH2:34][CH2:35][CH2:36][CH2:37]I)[CH2:30][O:29]1)=[O:27], predict the reaction product. The product is: [CH3:24][O:25][C:26]([C:28]1([CH3:39])[O:29][CH2:30][CH:31]([CH2:34][CH2:35][CH2:36][CH2:37][CH:1]([C:2]2[CH:3]=[CH:4][CH:5]=[CH:6][CH:7]=2)[C:8]2[CH:13]=[CH:12][N:11]=[CH:10][CH:9]=2)[CH2:32][O:33]1)=[O:27]. (2) Given the reactants S(Cl)([Cl:3])=O.[C:5]([C:8]1[CH:9]=[C:10]2[C:15](=[CH:16][CH:17]=1)[C:13](=[O:14])[O:12][CH2:11]2)(O)=[O:6], predict the reaction product. The product is: [Cl:3][C:5]([C:8]1[CH:9]=[C:10]2[C:15](=[CH:16][CH:17]=1)[C:13](=[O:14])[O:12][CH2:11]2)=[O:6]. (3) Given the reactants CO[C:3]([S:5]Cl)=O.S[CH:8]([OH:10])C.[SH:11][C:12]1[CH:17]=[CH:16][CH:15]=[CH:14][N:13]=1, predict the reaction product. The product is: [N:13]1[CH:14]=[CH:15][CH:16]=[CH:17][C:12]=1[S:11][S:5][CH2:3][CH2:8][OH:10].